The task is: Predict the product of the given reaction.. This data is from Forward reaction prediction with 1.9M reactions from USPTO patents (1976-2016). (1) Given the reactants [F:1][C:2]([F:11])([F:10])[S:3]([O:6][CH2:7][CH2:8]F)(=[O:5])=[O:4].FC(F)(F)S(OS(C(F)(F)F)(=O)=O)(=O)=O.[CH3:27][O:28]CCO, predict the reaction product. The product is: [F:1][C:2]([F:11])([F:10])[S:3]([O:6][CH2:7][CH2:8][O:28][CH3:27])(=[O:5])=[O:4]. (2) Given the reactants [NH:1]1[CH2:5][CH2:4][CH2:3][CH2:2]1.ClC[C:8]1[CH:38]=[CH:37][C:11]([C:12]([NH:14][C:15]2[S:16][C:17]3[C:23]([C:24]4[N:25]=[C:26]([N:29]5[CH2:34][CH2:33][O:32][CH2:31][CH2:30]5)[S:27][CH:28]=4)=[CH:22][CH:21]=[C:20]([O:35][CH3:36])[C:18]=3[N:19]=2)=[O:13])=[CH:10][CH:9]=1.[CH2:39]1COCC1, predict the reaction product. The product is: [CH3:36][O:35][C:20]1[C:18]2[N:19]=[C:15]([NH:14][C:12](=[O:13])[C:11]3[CH:37]=[CH:38][C:8]([N:1]4[CH2:5][CH2:4][CH2:3][CH2:2]4)=[CH:9][C:10]=3[CH3:39])[S:16][C:17]=2[C:23]([C:24]2[N:25]=[C:26]([N:29]3[CH2:30][CH2:31][O:32][CH2:33][CH2:34]3)[S:27][CH:28]=2)=[CH:22][CH:21]=1. (3) Given the reactants [C:1]1([C:13]2[C:14](=[O:34])[NH:15][C:16](=[O:33])[C:17]=2[C:18]2[C:26]3[C:21](=[CH:22][CH:23]=[C:24]([C:27]4[CH:32]=[CH:31][CH:30]=[CH:29][CH:28]=4)[CH:25]=3)[NH:20][CH:19]=2)[C:11]2=[C:12]3[C:7](=[CH:8][CH:9]=[CH:10]2)[CH2:6][CH2:5][CH2:4][N:3]3[CH:2]=1, predict the reaction product. The product is: [C:1]1([C@H:13]2[C@H:17]([C:18]3[C:26]4[C:21](=[CH:22][CH:23]=[C:24]([C:27]5[CH:32]=[CH:31][CH:30]=[CH:29][CH:28]=5)[CH:25]=4)[NH:20][CH:19]=3)[C:16](=[O:33])[NH:15][C:14]2=[O:34])[C:11]2=[C:12]3[C:7](=[CH:8][CH:9]=[CH:10]2)[CH2:6][CH2:5][CH2:4][N:3]3[CH:2]=1. (4) Given the reactants [CH3:1][NH:2]C(C1C(=O)C(C2C=CN=C(C(F)(F)F)C=2)=C(C)N(C(C2C=CC(Br)=CN=2)C)C=1)=O.[CH2:32]([NH:34][C:35]([C:37]1[C:42](=[O:43])[C:41]([C:44]2[CH:49]=[CH:48][CH:47]=[C:46]([C:50]([F:53])([F:52])[F:51])[CH:45]=2)=[C:40]([CH3:54])[N:39]([CH:55]([C:57]2[CH:62]=[CH:61][C:60](Br)=[CH:59][N:58]=2)[CH3:56])[CH:38]=1)=[O:36])[CH3:33], predict the reaction product. The product is: [CH2:32]([NH:34][C:35]([C:37]1[C:42](=[O:43])[C:41]([C:44]2[CH:49]=[CH:48][CH:47]=[C:46]([C:50]([F:53])([F:52])[F:51])[CH:45]=2)=[C:40]([CH3:54])[N:39]([CH:55]([C:57]2[CH:62]=[CH:61][C:60]([C:1]#[N:2])=[CH:59][N:58]=2)[CH3:56])[CH:38]=1)=[O:36])[CH3:33]. (5) Given the reactants O=[CH:2][C@@H:3]([C@H:5]([C@@H:7]([C@@H:9]([CH2:11][OH:12])[OH:10])O)O)O.[Na+].[Cl-].Cl.N[C@H:17]([C:20]([OH:22])=[O:21])[CH2:18]S.C(=O)([O-])[O-:24].[Ca+2], predict the reaction product. The product is: [OH:24][CH:17]([CH2:18][CH:3]([CH3:5])[CH3:2])[C:20]([OH:22])=[O:21].[C:11]([OH:12])(=[O:21])[CH:9]([CH3:7])[OH:10]. (6) Given the reactants [CH2:1]([O:3][CH:4]([N:6]1[C:10]([C:11]2[CH:16]=[CH:15][C:14]([S:17][CH3:18])=[CH:13][CH:12]=2)=[C:9]([C:19]2[CH:24]=[CH:23][C:22]([F:25])=[CH:21][CH:20]=2)[N:8]=[C:7]1[C:26](=[O:28])[CH3:27])[CH3:5])[CH3:2].[BH4-].[Na+].Cl.[Cl-].[Na+], predict the reaction product. The product is: [CH2:1]([O:3][CH:4]([N:6]1[C:10]([C:11]2[CH:12]=[CH:13][C:14]([S:17][CH3:18])=[CH:15][CH:16]=2)=[C:9]([C:19]2[CH:20]=[CH:21][C:22]([F:25])=[CH:23][CH:24]=2)[N:8]=[C:7]1[CH:26]([OH:28])[CH3:27])[CH3:5])[CH3:2]. (7) Given the reactants Cl[C:2]1[CH:11]=[CH:10][C:5]([C:6]([O:8][CH3:9])=[O:7])=[C:4]([N+:12]([O-:14])=[O:13])[CH:3]=1.[F:15][C:16]1[CH:17]=[C:18](B(O)O)[CH:19]=[CH:20][CH:21]=1.[F-].[Cs+].O, predict the reaction product. The product is: [F:15][C:16]1[CH:21]=[C:20]([C:2]2[CH:11]=[CH:10][C:5]([C:6]([O:8][CH3:9])=[O:7])=[C:4]([N+:12]([O-:14])=[O:13])[CH:3]=2)[CH:19]=[CH:18][CH:17]=1.